From a dataset of Reaction yield outcomes from USPTO patents with 853,638 reactions. Predict the reaction yield, written as a fraction of the theoretical maximum amount of product (1.0 means a 100% yield; for example, 0.34 means a 34% yield). (1) The reactants are [F:1][C:2]1[CH:3]=[C:4]([C:11]#[N:12])[C:5]2[CH:6]=[CH:7][NH:8][C:9]=2[CH:10]=1. The catalyst is N.CO.[Ni]. The product is [F:1][C:2]1[CH:10]=[C:9]2[C:5]([CH:6]=[CH:7][NH:8]2)=[C:4]([CH2:11][NH2:12])[CH:3]=1. The yield is 0.850. (2) The reactants are O.C1(C)C=CC(S(O)(=O)=O)=CC=1.[CH2:13]([O:15][C:16](=[O:37])[CH2:17][O:18][CH2:19]/[CH:20]=[CH:21]\[CH2:22][N:23]1[C:28](=[O:29])[CH2:27][CH2:26][CH2:25][C@@H:24]1[CH2:30][O:31]C(OCC)C)[CH3:14]. The catalyst is CCO. The product is [CH2:13]([O:15][C:16](=[O:37])[CH2:17][O:18][CH2:19]/[CH:20]=[CH:21]\[CH2:22][N:23]1[C:28](=[O:29])[CH2:27][CH2:26][CH2:25][C@@H:24]1[CH2:30][OH:31])[CH3:14]. The yield is 0.760. (3) The reactants are [O:1]1[CH2:6][CH2:5][CH2:4][CH2:3][CH:2]1[N:7]1[C:15]2[C:10](=[CH:11][C:12]([C:16]3[N:20]=[CH:19][N:18]([C:21]([C:34]4[CH:39]=[CH:38][CH:37]=[CH:36][CH:35]=4)([C:28]4[CH:33]=[CH:32][CH:31]=[CH:30][CH:29]=4)[C:22]4[CH:27]=[CH:26][CH:25]=[CH:24][CH:23]=4)[N:17]=3)=[CH:13][CH:14]=2)[C:9]([C:40]2[CH:41]=[C:42]([CH:47]=[CH:48][CH:49]=2)[C:43](OC)=[O:44])=[N:8]1.O.[OH-].[Li+].[CH2:53]1[C:61]2[C:56](=[CH:57][CH:58]=[CH:59][CH:60]=2)[C@H:55]([NH2:62])[C@@H:54]1[OH:63].O.ON1C2C=CC=CC=2N=N1.Cl.CN(C)CCCN=C=NCC. The catalyst is O1CCCC1.O1CCCC1.O. The product is [OH:63][C@@H:54]1[CH2:53][C:61]2[C:56](=[CH:57][CH:58]=[CH:59][CH:60]=2)[C@@H:55]1[NH:62][C:43]([C:42]1[CH:47]=[CH:48][CH:49]=[C:40]([C:9]2[C:10]3[C:15](=[CH:14][CH:13]=[C:12]([C:16]4[N:20]=[CH:19][N:18]([C:21]([C:22]5[CH:27]=[CH:26][CH:25]=[CH:24][CH:23]=5)([C:34]5[CH:35]=[CH:36][CH:37]=[CH:38][CH:39]=5)[C:28]5[CH:33]=[CH:32][CH:31]=[CH:30][CH:29]=5)[N:17]=4)[CH:11]=3)[N:7]([CH:2]3[CH2:3][CH2:4][CH2:5][CH2:6][O:1]3)[N:8]=2)[CH:41]=1)=[O:44]. The yield is 0.720. (4) The reactants are [F:1][C:2]1[C:7]([CH2:8][OH:9])=[CH:6][CH:5]=[CH:4][C:3]=1[NH:10][S:11]([C:14]1[CH:19]=[CH:18][C:17]([C:20]([F:23])([F:22])[F:21])=[CH:16][CH:15]=1)(=[O:13])=[O:12].CC(OI1(OC(C)=O)(OC(C)=O)OC(=O)C2C1=CC=CC=2)=O.C(=O)(O)[O-].[Na+].S([O-])([O-])(=O)=S.[Na+].[Na+]. The catalyst is O1CCCC1. The product is [F:1][C:2]1[C:7]([CH:8]=[O:9])=[CH:6][CH:5]=[CH:4][C:3]=1[NH:10][S:11]([C:14]1[CH:19]=[CH:18][C:17]([C:20]([F:23])([F:21])[F:22])=[CH:16][CH:15]=1)(=[O:13])=[O:12]. The yield is 0.960. (5) The yield is 0.990. The reactants are Cl.[NH2:2][C:3]1[C:10]([Cl:11])=[CH:9][C:8]([N+:12]([O-])=O)=[CH:7][C:4]=1[C:5]#[N:6].C(=O)([O-])[O-].[Na+].[Na+]. The product is [NH2:2][C:3]1[C:10]([Cl:11])=[CH:9][C:8]([NH2:12])=[CH:7][C:4]=1[C:5]#[N:6]. The catalyst is O1CCCC1.[Zn]. (6) The reactants are [Cl:1][C:2]1[N:7]=[C:6](Cl)[C:5]([Cl:9])=[CH:4][N:3]=1.[CH3:10][NH:11][CH:12]1[CH:16]2[O:17][CH2:18][CH:19]([OH:20])[CH:15]2[O:14][CH2:13]1.CCN(CC)CC. The catalyst is CCO. The product is [Cl:1][C:2]1[N:7]=[C:6]([N:11]([CH3:10])[CH:12]2[CH:16]3[O:17][CH2:18][CH:19]([OH:20])[CH:15]3[O:14][CH2:13]2)[C:5]([Cl:9])=[CH:4][N:3]=1. The yield is 0.940.